From a dataset of Full USPTO retrosynthesis dataset with 1.9M reactions from patents (1976-2016). Predict the reactants needed to synthesize the given product. (1) Given the product [Cl:1][C:2]1[CH:3]=[CH:4][C:5]([S:8][C:9]2[CH:14]=[CH:13][C:12]([F:15])=[CH:11][C:10]=2/[CH:16]=[CH:17]/[C:18]([NH:21][CH2:22][CH2:23][CH2:24][CH2:25][OH:26])=[O:20])=[CH:6][CH:7]=1, predict the reactants needed to synthesize it. The reactants are: [Cl:1][C:2]1[CH:7]=[CH:6][C:5]([S:8][C:9]2[CH:14]=[CH:13][C:12]([F:15])=[CH:11][C:10]=2/[CH:16]=[CH:17]/[C:18]([OH:20])=O)=[CH:4][CH:3]=1.[NH2:21][CH2:22][CH2:23][CH2:24][CH2:25][OH:26]. (2) Given the product [C:4]([O:45][C:42]1[CH:17]=[CH:18][C:9]([C@H:24]([C:12]2[C:13]([CH:21]([CH3:23])[CH3:22])=[N:14][C:15]3[CH2:16][C:17]([CH3:20])([CH3:19])[CH2:18][C@H:9]([O:8][Si:1]([C:4]([CH3:7])([CH3:6])[CH3:5])([CH3:3])[CH3:2])[C:10]=3[C:11]=2[C:30]2[CH2:29][CH2:28][O:27][CH2:32][CH:31]=2)[OH:25])=[CH:10][CH:15]=1)([CH3:7])([CH3:6])[CH3:5], predict the reactants needed to synthesize it. The reactants are: [Si:1]([O:8][C@H:9]1[CH2:18][C:17]([CH3:20])([CH3:19])[CH2:16][C:15]2[N:14]=[C:13]([CH:21]([CH3:23])[CH3:22])[C:12]([CH2:24][OH:25])=[C:11](I)[C:10]1=2)([C:4]([CH3:7])([CH3:6])[CH3:5])([CH3:3])[CH3:2].[O:27]1[CH2:32][CH:31]=[C:30](B2OC(C)(C)C(C)(C)O2)[CH2:29][CH2:28]1.[C:42](=[O:45])([O-])[O-].[Cs+].[Cs+].[F-].[Cs+]. (3) Given the product [Br:1][C:2]1[CH:7]=[CH:6][C:5]([C:8](=[N:16][OH:17])[C:9]([F:12])([F:11])[F:10])=[C:4]([F:14])[CH:3]=1, predict the reactants needed to synthesize it. The reactants are: [Br:1][C:2]1[CH:7]=[CH:6][C:5]([C:8](=O)[C:9]([F:12])([F:11])[F:10])=[C:4]([F:14])[CH:3]=1.Cl.[NH2:16][OH:17].C([O-])(=O)C.[Na+]. (4) Given the product [C:9]([O:13][C:14](=[O:22])[NH:15][CH:16]1[CH2:21][CH2:20][CH2:19][N:18]([C:2]2[CH:7]=[CH:6][CH:5]=[C:4]([Br:8])[N:3]=2)[CH2:17]1)([CH3:12])([CH3:10])[CH3:11], predict the reactants needed to synthesize it. The reactants are: Br[C:2]1[CH:7]=[CH:6][CH:5]=[C:4]([Br:8])[N:3]=1.[C:9]([O:13][C:14](=[O:22])[NH:15][CH:16]1[CH2:21][CH2:20][CH2:19][NH:18][CH2:17]1)([CH3:12])([CH3:11])[CH3:10]. (5) The reactants are: C(N1CCCC[C@@H]1CO)C1C=CC=CC=1.[CH2:16]([O:23][C:24]([N:26]1[CH2:31][CH2:30][CH2:29][CH2:28][C@@H:27]1[C:32](O)=[O:33])=[O:25])[C:17]1[CH:22]=[CH:21][CH:20]=[CH:19][CH:18]=1. Given the product [OH:33][CH2:32][C@H:27]1[CH2:28][CH2:29][CH2:30][CH2:31][N:26]1[C:24]([O:23][CH2:16][C:17]1[CH:18]=[CH:19][CH:20]=[CH:21][CH:22]=1)=[O:25], predict the reactants needed to synthesize it.